Dataset: Forward reaction prediction with 1.9M reactions from USPTO patents (1976-2016). Task: Predict the product of the given reaction. The product is: [NH2:1][CH2:2][CH2:3][C:4]([N:6]([CH2:14][C@H:15]1[C:20](=[O:21])[NH:19][C@@H:18]([CH2:22][C:23]2[CH:32]=[CH:31][C:30]3[C:25](=[CH:26][CH:27]=[CH:28][CH:29]=3)[CH:24]=2)[C:17](=[O:33])[N:16]1[CH2:34][C:35]1[CH:36]=[CH:37][C:38]([C:41]2[CH:46]=[CH:45][CH:44]=[CH:43][CH:42]=2)=[CH:39][CH:40]=1)[CH2:7][C:8]1[CH:13]=[CH:12][N:11]=[CH:10][CH:9]=1)=[O:5]. Given the reactants [NH2:1][C:2](C)(C)[CH2:3][C:4]([N:6]([CH2:14][C@H:15]1[C:20](=[O:21])[NH:19][C@@H:18]([CH2:22][C:23]2[CH:32]=[CH:31][C:30]3[C:25](=[CH:26][CH:27]=[CH:28][CH:29]=3)[CH:24]=2)[C:17](=[O:33])[N:16]1[CH2:34][C:35]1[CH:40]=[CH:39][C:38]([C:41]2[CH:46]=[CH:45][CH:44]=[CH:43][CH:42]=2)=[CH:37][CH:36]=1)[CH2:7][CH:8]1[CH2:13][CH2:12][NH:11][CH2:10][CH2:9]1)=[O:5].N1C=CC(C=O)=CC=1.C(OC(NCCC(O)=O)=O)(C)(C)C, predict the reaction product.